Predict the reactants needed to synthesize the given product. From a dataset of Full USPTO retrosynthesis dataset with 1.9M reactions from patents (1976-2016). Given the product [C:1]([C:3]1[C:4]([N:22]2[CH2:23][CH2:24][CH:25]([C:28](=[O:30])[NH:40][S:37]([CH2:36][CH:31]3[CH2:35][CH2:34][CH2:33][CH2:32]3)(=[O:39])=[O:38])[CH2:26][CH2:27]2)=[N:5][C:6]([CH2:15][N:16]2[CH2:20][CH2:19][CH2:18][C:17]2=[O:21])=[C:7]([CH:8]=1)[C:9]([O:11][CH:12]([CH3:14])[CH3:13])=[O:10])#[N:2], predict the reactants needed to synthesize it. The reactants are: [C:1]([C:3]1[C:4]([N:22]2[CH2:27][CH2:26][CH:25]([C:28]([OH:30])=O)[CH2:24][CH2:23]2)=[N:5][C:6]([CH2:15][N:16]2[CH2:20][CH2:19][CH2:18][C:17]2=[O:21])=[C:7]([C:9]([O:11][CH:12]([CH3:14])[CH3:13])=[O:10])[CH:8]=1)#[N:2].[CH:31]1([CH2:36][S:37]([NH2:40])(=[O:39])=[O:38])[CH2:35][CH2:34][CH2:33][CH2:32]1.